This data is from Peptide-MHC class I binding affinity with 185,985 pairs from IEDB/IMGT. The task is: Regression. Given a peptide amino acid sequence and an MHC pseudo amino acid sequence, predict their binding affinity value. This is MHC class I binding data. (1) The peptide sequence is AYAQMWSLMY. The MHC is HLA-A30:02 with pseudo-sequence HLA-A30:02. The binding affinity (normalized) is 0.525. (2) The peptide sequence is LIPLSEMVVK. The MHC is HLA-A33:01 with pseudo-sequence HLA-A33:01. The binding affinity (normalized) is 0.0643.